From a dataset of Full USPTO retrosynthesis dataset with 1.9M reactions from patents (1976-2016). Predict the reactants needed to synthesize the given product. (1) Given the product [CH3:9][O:8][C:4]1[N:3]=[C:2]([C:10]#[N:11])[CH:7]=[CH:6][CH:5]=1, predict the reactants needed to synthesize it. The reactants are: Br[C:2]1[CH:7]=[CH:6][CH:5]=[C:4]([O:8][CH3:9])[N:3]=1.[CH3:10][N:11](C=O)C. (2) Given the product [CH3:12][O:11][C:7]1[CH:6]=[C:5]([C:13]2[N:22]=[C:21]([C:23]([N:32]3[CH2:31][CH2:30][C:29]4[C:34](=[CH:35][CH:36]=[CH:37][C:28]=4[OH:27])[CH2:33]3)=[O:25])[C:20]3[C:15](=[CH:16][CH:17]=[CH:18][CH:19]=3)[N:14]=2)[CH:4]=[C:3]([O:2][CH3:1])[C:8]=1[O:9][CH3:10], predict the reactants needed to synthesize it. The reactants are: [CH3:1][O:2][C:3]1[CH:4]=[C:5]([C:13]2[N:22]=[C:21]([C:23]([OH:25])=O)[C:20]3[C:15](=[CH:16][CH:17]=[CH:18][CH:19]=3)[N:14]=2)[CH:6]=[C:7]([O:11][CH3:12])[C:8]=1[O:9][CH3:10].Cl.[OH:27][C:28]1[CH:37]=[CH:36][CH:35]=[C:34]2[C:29]=1[CH2:30][CH2:31][NH:32][CH2:33]2.